Dataset: Forward reaction prediction with 1.9M reactions from USPTO patents (1976-2016). Task: Predict the product of the given reaction. Given the reactants [Cl:1][C:2]1[CH:10]=[CH:9][CH:8]=[CH:7][C:3]=1[C:4]([OH:6])=O.[F:11][C:12]([F:39])([F:38])[C:13]([CH2:33][NH:34][CH2:35][CH2:36][CH3:37])([OH:32])[CH2:14][NH:15][C:16]1[CH:24]=[CH:23][CH:22]=[C:21]2[C:17]=1[CH:18]=[N:19][N:20]2[C:25]1[CH:30]=[CH:29][C:28]([F:31])=[CH:27][CH:26]=1, predict the reaction product. The product is: [Cl:1][C:2]1[CH:10]=[CH:9][CH:8]=[CH:7][C:3]=1[C:4]([N:34]([CH2:35][CH2:36][CH3:37])[CH2:33][C:13]([CH2:14][NH:15][C:16]1[CH:24]=[CH:23][CH:22]=[C:21]2[C:17]=1[CH:18]=[N:19][N:20]2[C:25]1[CH:26]=[CH:27][C:28]([F:31])=[CH:29][CH:30]=1)([OH:32])[C:12]([F:11])([F:39])[F:38])=[O:6].